This data is from Retrosynthesis with 50K atom-mapped reactions and 10 reaction types from USPTO. The task is: Predict the reactants needed to synthesize the given product. (1) Given the product CC(C)Oc1ccccc1CC(O)(c1ccccc1)C1CN(Cc2ccccc2)CCO1, predict the reactants needed to synthesize it. The reactants are: CC(C)Oc1ccccc1CCl.O=C(c1ccccc1)C1CN(Cc2ccccc2)CCO1. (2) Given the product CCc1cccc2c(/C(C)=C/C(=O)O)cc(OC)c(O)c12, predict the reactants needed to synthesize it. The reactants are: CCc1cccc2c(/C(C)=C/C(=O)O)cc(OC)c(OCOC)c12. (3) Given the product COc1ccc2cccc(-c3cnnc(Cn4ccnc4C)c3)c2c1, predict the reactants needed to synthesize it. The reactants are: COc1ccc2cccc(B3OC(C)(C)C(C)(C)O3)c2c1.Cc1nccn1Cc1cc(Cl)cnn1. (4) Given the product CC(C)Sc1ccc([N+](=O)[O-])c(N)c1F, predict the reactants needed to synthesize it. The reactants are: CC(C)[S-].Nc1c([N+](=O)[O-])ccc(F)c1F. (5) Given the product CC(C)c1ccc(N(Cc2ccc(N(C)C)cc2)C(=O)C2CCOc3ccc(Br)cc32)cc1, predict the reactants needed to synthesize it. The reactants are: CC(C)c1ccc(NCc2ccc(N(C)C)cc2)cc1.O=C(O)C1CCOc2ccc(Br)cc21. (6) Given the product CCOC(CCCNC(=O)OCc1ccccc1)OCC, predict the reactants needed to synthesize it. The reactants are: CCOC(CCCN)OCC.O=C(Cl)OCc1ccccc1. (7) Given the product C=CCOC(=O)N1CC(C(C)=O)CN1C(=O)N(C)C, predict the reactants needed to synthesize it. The reactants are: C=CCOC(=O)N1CC(C(C)O)CN1C(=O)N(C)C.